This data is from Full USPTO retrosynthesis dataset with 1.9M reactions from patents (1976-2016). The task is: Predict the reactants needed to synthesize the given product. (1) Given the product [CH3:42][O:41][C:31]1[N:30]=[C:29]([O:28][CH:23]2[CH2:22][CH:21]3[N:25]([C:26](=[O:27])[NH:8][CH2:9][CH2:10][CH2:11][CH2:12][CH2:13][CH:14]=[CH:15][CH:16]4[C:18]([C:44]([NH:46][S:47]([C:50]5([CH3:53])[CH2:52][CH2:51]5)(=[O:48])=[O:49])=[O:45])([NH:19][C:20]3=[O:43])[CH2:17]4)[CH2:24]2)[CH:34]=[C:33]([C:35]2[CH:36]=[CH:37][CH:38]=[CH:39][CH:40]=2)[N:32]=1, predict the reactants needed to synthesize it. The reactants are: COC1C=CC(C[N:8]2[C:26](=[O:27])[N:25]3[CH:21]([CH2:22][CH:23]([O:28][C:29]4[CH:34]=[C:33]([C:35]5[CH:40]=[CH:39][CH:38]=[CH:37][CH:36]=5)[N:32]=[C:31]([O:41][CH3:42])[N:30]=4)[CH2:24]3)[C:20](=[O:43])[NH:19][C:18]3([C:44]([NH:46][S:47]([C:50]4([CH3:53])[CH2:52][CH2:51]4)(=[O:49])=[O:48])=[O:45])[CH:16]([CH2:17]3)[CH:15]=[CH:14][CH2:13][CH2:12][CH2:11][CH2:10][CH2:9]2)=CC=1.C(Cl)Cl.C([O-])(O)=O.[Na+]. (2) Given the product [Br:17][C:7]1[CH:2]=[C:3]([C:8]2[CH:9]=[CH:10][C:11]3[C:12]([CH:16]=2)=[N:13][O:14][N:15]=3)[CH:4]=[C:5]([OH:71])[CH:6]=1, predict the reactants needed to synthesize it. The reactants are: O[C:2]1[CH:7]=[CH:6][CH:5]=[CH:4][C:3]=1[C:8]1[CH:9]=[CH:10][C:11]2[C:12]([CH:16]=1)=[N:13][O:14][N:15]=2.[Br-:17].[Br-].[Br-].C([N+](CCCC)(CCCC)CCCC)CCC.C([N+](CCCC)(CCCC)CCCC)CCC.C([N+](CCCC)(CCCC)CCCC)CCC.[OH2:71]. (3) Given the product [Cl:1][C:2]1[C:7]([O:8][CH3:9])=[CH:6][C:5]([O:10][CH3:11])=[CH:4][C:3]=1[C:12]1[C:24](=[O:25])[N:23]([CH2:26][CH2:27][N:28]2[CH2:33][CH2:32][CH:31]([NH:34][C:35](=[O:41])[O:36][C:37]([CH3:40])([CH3:39])[CH3:38])[CH2:30][CH2:29]2)[C:15]2[N:16]=[C:17]([NH:44][CH3:43])[N:18]=[CH:19][C:14]=2[CH:13]=1, predict the reactants needed to synthesize it. The reactants are: [Cl:1][C:2]1[C:7]([O:8][CH3:9])=[CH:6][C:5]([O:10][CH3:11])=[CH:4][C:3]=1[C:12]1[C:24](=[O:25])[N:23]([CH2:26][CH2:27][N:28]2[CH2:33][CH2:32][CH:31]([NH:34][C:35](=[O:41])[O:36][C:37]([CH3:40])([CH3:39])[CH3:38])[CH2:30][CH2:29]2)[C:15]2[N:16]=[C:17](S(C)=O)[N:18]=[CH:19][C:14]=2[CH:13]=1.Cl.[CH3:43][NH2:44].O.C(OCC)(=O)C. (4) Given the product [Cl:1][C:2]1[N:3]([CH2:20][C:17]([OH:18])([CH3:19])[CH2:16][CH2:15][CH2:14][O:13][C:10](=[O:12])[CH3:11])[CH:4]=[C:5]([N+:7]([O-:9])=[O:8])[N:6]=1, predict the reactants needed to synthesize it. The reactants are: [Cl:1][C:2]1[NH:3][CH:4]=[C:5]([N+:7]([O-:9])=[O:8])[N:6]=1.[C:10]([O:13][CH2:14][CH2:15][CH2:16][C:17]1([CH3:20])[CH2:19][O:18]1)(=[O:12])[CH3:11].C([O-])(=O)C.[Na+].